From a dataset of Forward reaction prediction with 1.9M reactions from USPTO patents (1976-2016). Predict the product of the given reaction. (1) Given the reactants C([O:3][C:4]([C:6]1[NH:7][C:8]2[C:13]([CH:14]=1)=[CH:12][C:11]([C:15]1[CH:20]=[CH:19][C:18]([C:21]([F:24])([F:23])[F:22])=[CH:17][N:16]=1)=[CH:10][CH:9]=2)=[O:5])C.[CH:25]1([O:30][C:31]2[N:36]=[CH:35][C:34](B(O)O)=[CH:33][CH:32]=2)[CH2:29][CH2:28][CH2:27][CH2:26]1, predict the reaction product. The product is: [CH:25]1([O:30][C:31]2[N:36]=[CH:35][C:34]([N:7]3[C:8]4[C:13](=[CH:12][C:11]([C:15]5[CH:20]=[CH:19][C:18]([C:21]([F:22])([F:24])[F:23])=[CH:17][N:16]=5)=[CH:10][CH:9]=4)[CH:14]=[C:6]3[C:4]([OH:3])=[O:5])=[CH:33][CH:32]=2)[CH2:26][CH2:27][CH2:28][CH2:29]1. (2) Given the reactants [Cl:1][C:2]1[N:10]=[C:9]2[C:5]([N:6]=[CH:7][N:8]2[CH:11]([CH3:14])[CH2:12][CH3:13])=[C:4](Cl)[N:3]=1.C(O)CCC.[CH2:21]([NH2:24])[CH2:22][CH3:23], predict the reaction product. The product is: [Cl:1][C:2]1[N:10]=[C:9]2[C:5]([N:6]=[CH:7][N:8]2[CH:11]([CH3:14])[CH2:12][CH3:13])=[C:4]([NH:24][CH2:21][CH2:22][CH3:23])[N:3]=1. (3) Given the reactants [CH3:1][S:2][C:3]1[C:4]2[C:5]([CH2:13][C:14]3[CH:19]=[CH:18][C:17]([Cl:20])=[CH:16][CH:15]=3)=[C:6]([Br:12])[NH:7][C:8]=2[CH:9]=[CH:10][CH:11]=1.[H-].[Na+].Br[CH2:24][CH2:25][CH2:26][C:27]([O:29][CH2:30][CH3:31])=[O:28], predict the reaction product. The product is: [Br:12][C:6]1[N:7]([CH2:24][CH2:25][CH2:26][C:27]([O:29][CH2:30][CH3:31])=[O:28])[C:8]2[C:4]([C:5]=1[CH2:13][C:14]1[CH:15]=[CH:16][C:17]([Cl:20])=[CH:18][CH:19]=1)=[C:3]([S:2][CH3:1])[CH:11]=[CH:10][CH:9]=2. (4) Given the reactants Cl[C:2]1(Cl)[C:5]2([CH2:10][CH2:9][O:8][CH2:7][CH2:6]2)[CH2:4][C:3]1=[O:11].C(O)(=O)C.O, predict the reaction product. The product is: [CH2:4]1[C:5]2([CH2:10][CH2:9][O:8][CH2:7][CH2:6]2)[CH2:2][C:3]1=[O:11].